From a dataset of Forward reaction prediction with 1.9M reactions from USPTO patents (1976-2016). Predict the product of the given reaction. (1) Given the reactants [H-].[Na+].[NH2:3][C:4]1[CH:9]=[CH:8][CH:7]=[CH:6][N:5]=1.Cl[C:11]1[S:12][C:13]([C:16]#[N:17])=[CH:14][N:15]=1, predict the reaction product. The product is: [N:5]1[CH:6]=[CH:7][CH:8]=[CH:9][C:4]=1[NH:3][C:11]1[S:12][C:13]([C:16]#[N:17])=[CH:14][N:15]=1. (2) Given the reactants [CH2:1]([N:3]1[C:15]2[CH:14]=[CH:13][C:12]([C:16]3[N:20]([CH3:21])[C:19]4[CH:22]=[CH:23][C:24]([C:26]([O:28]CC)=[O:27])=[CH:25][C:18]=4[N:17]=3)=[CH:11][C:10]=2[C:9]2[C:4]1=[CH:5][CH:6]=[CH:7][CH:8]=2)[CH3:2].[OH-:31].[Na+], predict the reaction product. The product is: [CH2:1]([N:3]1[C:15]2[CH:14]=[CH:13][C:12]([C:16]3[N:20]([CH2:21][CH2:15][N:3]4[CH2:4][CH2:5][O:31][CH2:2][CH2:1]4)[C:19]4[CH:22]=[CH:23][C:24]([C:26]([OH:28])=[O:27])=[CH:25][C:18]=4[N:17]=3)=[CH:11][C:10]=2[C:9]2[C:4]1=[CH:5][CH:6]=[CH:7][CH:8]=2)[CH3:2]. (3) Given the reactants [C:1]([C:3]1[CH:4]=[C:5](B(O)O)[CH:6]=[CH:7][CH:8]=1)#[N:2].Br[C:13]1[C:21]2[C:16](=[CH:17][C:18]([S:22]([N:25](CC3C=CC(OC)=CC=3OC)[C:26]3[S:30][N:29]=[CH:28][N:27]=3)(=[O:24])=[O:23])=[CH:19][CH:20]=2)[N:15]([CH3:42])[CH:14]=1, predict the reaction product. The product is: [C:1]([C:3]1[CH:4]=[C:5]([C:13]2[C:21]3[C:16](=[CH:17][C:18]([S:22]([NH:25][C:26]4[S:30][N:29]=[CH:28][N:27]=4)(=[O:23])=[O:24])=[CH:19][CH:20]=3)[N:15]([CH3:42])[CH:14]=2)[CH:6]=[CH:7][CH:8]=1)#[N:2].